Dataset: Full USPTO retrosynthesis dataset with 1.9M reactions from patents (1976-2016). Task: Predict the reactants needed to synthesize the given product. Given the product [F:1][C:2]1[CH:3]=[C:4]([CH2:12][C:13]([NH:15][C:16]2[C:25]([CH3:26])=[CH:24][CH:23]=[C:22]3[C:17]=2[CH:18]=[CH:19][N:20]([C@H:28]2[CH2:32][CH2:31][NH:30][CH2:29]2)[C:21]3=[O:27])=[O:14])[CH:5]=[CH:6][C:7]=1[C:8]([F:10])([F:11])[F:9], predict the reactants needed to synthesize it. The reactants are: [F:1][C:2]1[CH:3]=[C:4]([CH2:12][C:13]([NH:15][C:16]2[C:25]([CH3:26])=[CH:24][CH:23]=[C:22]3[C:17]=2[CH:18]=[CH:19][N:20]([C@H:28]2[CH2:32][CH2:31][N:30](C(OC(C)(C)C)=O)[CH2:29]2)[C:21]3=[O:27])=[O:14])[CH:5]=[CH:6][C:7]=1[C:8]([F:11])([F:10])[F:9].C(Cl)Cl.Cl.